Dataset: Catalyst prediction with 721,799 reactions and 888 catalyst types from USPTO. Task: Predict which catalyst facilitates the given reaction. (1) Reactant: [C:1](=O)([O:27]C1C=CC([N+]([O-])=O)=CC=1)[O:2][CH2:3][C@@H:4]([N:8]1[CH:13]=[C:12]([Cl:14])[N:11]=[C:10]([NH:15][C:16]2[C:17]([CH3:25])=[N:18][C:19]([O:23][CH3:24])=[C:20]([CH3:22])[CH:21]=2)[C:9]1=[O:26])[CH:5]1[CH2:7][CH2:6]1.[CH2:38]([O:40][C:41]1[N:46]=[C:45]([CH3:47])[C:44]([NH2:48])=[CH:43][C:42]=1[CH3:49])[CH3:39].C1C=CC2N(O)N=NC=2C=1.C(N(CC)CC)C.Cl. Product: [CH2:38]([O:40][C:41]1[N:46]=[C:45]([CH3:47])[C:44]([NH:48][C:1](=[O:27])[O:2][CH2:3][C@@H:4]([N:8]2[CH:13]=[C:12]([Cl:14])[N:11]=[C:10]([NH:15][C:16]3[C:17]([CH3:25])=[N:18][C:19]([O:23][CH3:24])=[C:20]([CH3:22])[CH:21]=3)[C:9]2=[O:26])[CH:5]2[CH2:7][CH2:6]2)=[CH:43][C:42]=1[CH3:49])[CH3:39]. The catalyst class is: 1. (2) Reactant: [C:1]([C:3]1[CH:8]=[CH:7][C:6]([S:9]([NH:12][CH2:13][CH2:14][N:15]([CH3:17])[CH3:16])(=[O:11])=[O:10])=[CH:5][CH:4]=1)#[N:2].Cl.[NH2:19][OH:20].C(=O)([O-])[O-].[K+].[K+]. Product: [CH3:16][N:15]([CH3:17])[CH2:14][CH2:13][NH:12][S:9]([C:6]1[CH:7]=[CH:8][C:3]([C:1](=[NH:2])[NH:19][OH:20])=[CH:4][CH:5]=1)(=[O:11])=[O:10]. The catalyst class is: 8. (3) Reactant: [NH2:1]/[C:2](/[C:9]([F:12])([F:11])[F:10])=[CH:3]\[C:4]([O:6]CC)=O.[H-].[Na+].[Cl:15][C:16]1[CH:35]=[C:34]([F:36])[C:33]([NH:37][C:38](OCC)=[O:39])=[CH:32][C:17]=1[O:18][C:19]1[CH:31]=[CH:30][CH:29]=[CH:28][C:20]=1[O:21][CH2:22][C:23]([O:25][CH2:26][CH3:27])=[O:24].Cl. Product: [Cl:15][C:16]1[CH:35]=[C:34]([F:36])[C:33]([N:37]2[C:4](=[O:6])[CH:3]=[C:2]([C:9]([F:10])([F:11])[F:12])[NH:1][C:38]2=[O:39])=[CH:32][C:17]=1[O:18][C:19]1[CH:31]=[CH:30][CH:29]=[CH:28][C:20]=1[O:21][CH2:22][C:23]([O:25][CH2:26][CH3:27])=[O:24]. The catalyst class is: 9. (4) Reactant: B(Br)(Br)Br.CC1C=CC=C(C)N=1.C[O:14][C:15]1[CH:16]=[CH:17][C:18]2[C:24](=[O:25])[CH:23]([C:26]3[CH:31]=[CH:30][C:29]([O:32]C)=[CH:28][CH:27]=3)[CH2:22][CH2:21][CH2:20][C:19]=2[CH:34]=1. Product: [OH:14][C:15]1[CH:16]=[CH:17][C:18]2[C:24](=[O:25])[CH:23]([C:26]3[CH:27]=[CH:28][C:29]([OH:32])=[CH:30][CH:31]=3)[CH2:22][CH2:21][CH2:20][C:19]=2[CH:34]=1. The catalyst class is: 46. (5) Reactant: [NH:1]1[C:9]2[CH:8]=[CH:7][N:6]=[CH:5][C:4]=2[CH:3]=[CH:2]1.[H-].[Na+].[CH2:12]([O:19][C:20]([N:22]1[CH2:27][CH2:26][N:25]([CH2:28][CH2:29]I)[C:24](=[O:31])[CH2:23]1)=[O:21])[C:13]1[CH:18]=[CH:17][CH:16]=[CH:15][CH:14]=1. Product: [CH2:12]([O:19][C:20]([N:22]1[CH2:27][CH2:26][N:25]([CH2:28][CH2:29][N:1]2[C:9]3[CH:8]=[CH:7][N:6]=[CH:5][C:4]=3[CH:3]=[CH:2]2)[C:24](=[O:31])[CH2:23]1)=[O:21])[C:13]1[CH:14]=[CH:15][CH:16]=[CH:17][CH:18]=1. The catalyst class is: 3.